From a dataset of Peptide-MHC class II binding affinity with 134,281 pairs from IEDB. Regression. Given a peptide amino acid sequence and an MHC pseudo amino acid sequence, predict their binding affinity value. This is MHC class II binding data. (1) The peptide sequence is IAMEVVLRKRQGPKQ. The MHC is DRB3_0301 with pseudo-sequence DRB3_0301. The binding affinity (normalized) is 0.535. (2) The peptide sequence is KRVVASLMRGLSSRK. The MHC is HLA-DQA10501-DQB10302 with pseudo-sequence HLA-DQA10501-DQB10302. The binding affinity (normalized) is 0.277.